This data is from Forward reaction prediction with 1.9M reactions from USPTO patents (1976-2016). The task is: Predict the product of the given reaction. (1) Given the reactants C[O:2][C:3](=[O:16])[CH2:4][C:5]1[C:13]2[C:8](=[N:9][CH:10]=[CH:11][C:12]=2[Cl:14])[NH:7][C:6]=1[CH3:15].[H-].[Na+].[CH3:19][S:20]([C:23]1[CH:30]=[CH:29][C:26]([CH2:27]Br)=[CH:25][CH:24]=1)(=[O:22])=[O:21], predict the reaction product. The product is: [Cl:14][C:12]1[CH:11]=[CH:10][N:9]=[C:8]2[N:7]([CH2:27][C:26]3[CH:25]=[CH:24][C:23]([S:20]([CH3:19])(=[O:22])=[O:21])=[CH:30][CH:29]=3)[C:6]([CH3:15])=[C:5]([CH2:4][C:3]([OH:2])=[O:16])[C:13]=12. (2) Given the reactants [CH:1]1([O:6][C:7]2[C:12]([O:13][CH:14]([F:16])[F:15])=[CH:11][CH:10]=[CH:9][C:8]=2/[CH:17]=[CH:18]/[C:19]2[N:20]=[C:21]3[N:25]([C:26]=2[C:27]([OH:29])=O)[CH:24]=[CH:23][S:22]3)[CH2:5][CH2:4][CH2:3][CH2:2]1.[F:30][C:31]([F:39])([F:38])[C:32]1[N:33]=[C:34]([NH2:37])[S:35][CH:36]=1.CCN=C=NCCCN(C)C.Cl, predict the reaction product. The product is: [CH:1]1([O:6][C:7]2[C:12]([O:13][CH:14]([F:16])[F:15])=[CH:11][CH:10]=[CH:9][C:8]=2/[CH:17]=[CH:18]/[C:19]2[N:20]=[C:21]3[N:25]([C:26]=2[C:27]([NH:37][C:34]2[S:35][CH:36]=[C:32]([C:31]([F:39])([F:38])[F:30])[N:33]=2)=[O:29])[CH:24]=[CH:23][S:22]3)[CH2:5][CH2:4][CH2:3][CH2:2]1. (3) Given the reactants [OH:1][C:2]1[CH:9]=[CH:8][C:5]([CH2:6][OH:7])=[CH:4][CH:3]=1.C(N(CC)CC)C.[C:17](O[C:17](=[O:20])[CH2:18][CH3:19])(=[O:20])[CH2:18][CH3:19].C(OCC)(=O)C, predict the reaction product. The product is: [C:17]([O:1][C:2]1[CH:9]=[CH:8][C:5]([CH2:6][OH:7])=[CH:4][CH:3]=1)(=[O:20])[CH2:18][CH3:19]. (4) Given the reactants CN1C=C(C2C=CC=C(NC(C3SC4CCCCC=4C=3)=O)C=2C)N=C([O-])C1=O.[Na+].Br[C:31]1[N:36]=[C:35]([NH:37][C:38]2[CH:43]=[CH:42][C:41]([CH:44]([N:50]3[CH2:55][CH2:54][N:53]([CH2:56][CH3:57])[CH2:52][CH2:51]3)[C:45]([O:47][CH2:48][CH3:49])=[O:46])=[CH:40][CH:39]=2)[C:34](=[O:58])[N:33]([CH3:59])[CH:32]=1.[CH3:60][C:61]1[C:66](C2OC(C)(C)C(C)(C)O2)=[CH:65][CH:64]=[CH:63][C:62]=1[NH:76][C:77]([C:79]1[S:83][C:82]2[CH2:84][CH2:85][CH2:86][CH2:87][CH2:88][C:81]=2[CH:80]=1)=[O:78], predict the reaction product. The product is: [CH2:56]([N:53]1[CH2:54][CH2:55][N:50]([CH:44]([C:41]2[CH:42]=[CH:43][C:38]([NH:37][C:35]3[C:34](=[O:58])[N:33]([CH3:59])[CH:32]=[C:31]([C:66]4[CH:65]=[CH:64][CH:63]=[C:62]([NH:76][C:77]([C:79]5[S:83][C:82]6[CH2:84][CH2:85][CH2:86][CH2:87][CH2:88][C:81]=6[CH:80]=5)=[O:78])[C:61]=4[CH3:60])[N:36]=3)=[CH:39][CH:40]=2)[C:45]([O:47][CH2:48][CH3:49])=[O:46])[CH2:51][CH2:52]1)[CH3:57]. (5) Given the reactants [F:1][C:2]1[CH:7]=[CH:6][CH:5]=[CH:4][C:3]=1[N:8]1[C:12]([CH2:13][O:14][CH3:15])=[C:11]([C:16]([OH:18])=O)[N:10]=[N:9]1.[F:19][C:20]1[CH:25]=[CH:24][CH:23]=[CH:22][C:21]=1[C:26](=[NH:29])[NH:27]O, predict the reaction product. The product is: [F:19][C:20]1[CH:25]=[CH:24][CH:23]=[CH:22][C:21]=1[C:26]1[N:29]=[C:16]([C:11]2[N:10]=[N:9][N:8]([C:3]3[CH:4]=[CH:5][CH:6]=[CH:7][C:2]=3[F:1])[C:12]=2[CH2:13][O:14][CH3:15])[O:18][N:27]=1.